Dataset: Full USPTO retrosynthesis dataset with 1.9M reactions from patents (1976-2016). Task: Predict the reactants needed to synthesize the given product. (1) Given the product [CH3:14][O:3][C:4]1[CH:5]=[CH:6][CH:7]=[C:8]2[C:13]=1[N:12]=[CH:11][CH:10]=[CH:9]2, predict the reactants needed to synthesize it. The reactants are: [OH-].[K+].[OH:3][C:4]1[CH:5]=[CH:6][CH:7]=[C:8]2[C:13]=1[N:12]=[CH:11][CH:10]=[CH:9]2.[CH3:14]I. (2) Given the product [Br:30][C:31]1[CH:36]=[CH:35][C:34]([CH:6]2[C:5](=[O:9])[C:4]([CH3:11])([CH3:10])[C:3](=[O:12])[C:2]([CH3:13])([CH3:1])[C:7]2=[O:8])=[C:33]([CH2:38][CH3:39])[CH:32]=1, predict the reactants needed to synthesize it. The reactants are: [CH3:1][C:2]1([CH3:13])[C:7](=[O:8])[CH2:6][C:5](=[O:9])[C:4]([CH3:11])([CH3:10])[C:3]1=[O:12].C(Cl)(Cl)Cl.C([O-])(=O)C.C([O-])(=O)C.C([O-])(=O)C.[Br:30][C:31]1[CH:36]=[CH:35][C:34]([Pb+3])=[C:33]([CH2:38][CH3:39])[CH:32]=1.Cl. (3) Given the product [Br:15][C:12]1[CH:11]=[C:6]([C:7]([O:9][CH3:10])=[O:8])[CH:5]=[C:4]2[C:13]=1[O:14][C:26](=[S:27])[CH:2]=[C:1]2[OH:3], predict the reactants needed to synthesize it. The reactants are: [C:1]([C:4]1[CH:5]=[C:6]([CH:11]=[C:12]([Br:15])[C:13]=1[OH:14])[C:7]([O:9][CH3:10])=[O:8])(=[O:3])[CH3:2].C[Si]([N-][Si](C)(C)C)(C)C.[Li+].[C:26](=S)=[S:27].OS(O)(=O)=O.S. (4) Given the product [C:12]([O:16][C:17]([N:19]1[CH2:24][CH2:23][CH:22]([CH2:25][CH2:26][CH2:27][O:11][C:8]2[CH:9]=[CH:10][C:5]([S:4][CH3:3])=[CH:6][CH:7]=2)[CH2:21][CH2:20]1)=[O:18])([CH3:15])([CH3:14])[CH3:13], predict the reactants needed to synthesize it. The reactants are: [H-].[Na+].[CH3:3][S:4][C:5]1[CH:10]=[CH:9][C:8]([OH:11])=[CH:7][CH:6]=1.[C:12]([O:16][C:17]([N:19]1[CH2:24][CH2:23][CH:22]([CH2:25][CH2:26][CH2:27]OS(C)(=O)=O)[CH2:21][CH2:20]1)=[O:18])([CH3:15])([CH3:14])[CH3:13].